This data is from Forward reaction prediction with 1.9M reactions from USPTO patents (1976-2016). The task is: Predict the product of the given reaction. (1) Given the reactants C([N:4]1[CH2:16][CH2:15][C:14]2[N:13]([CH2:17][C:18]([C:21]3[CH:26]=[CH:25][N:24]=[CH:23][CH:22]=3)([OH:20])[CH3:19])[C:12]3[N:11]=[CH:10][C:9]([Cl:27])=[CH:8][C:7]=3[C:6]=2[CH2:5]1)C=C.CN1C(=O)CC(=O)N(C)C1=O, predict the reaction product. The product is: [Cl:27][C:9]1[CH:10]=[N:11][C:12]2[N:13]([CH2:17][C:18]([C:21]3[CH:22]=[CH:23][N:24]=[CH:25][CH:26]=3)([OH:20])[CH3:19])[C:14]3[CH2:15][CH2:16][NH:4][CH2:5][C:6]=3[C:7]=2[CH:8]=1. (2) Given the reactants Cl.[Cl:2][C:3]1[CH:4]=[C:5]([CH:18]=[CH:19][C:20]=1[F:21])[NH:6][C:7]1[C:16]2[C:11](=[CH:12][CH:13]=[CH:14][C:15]=2F)[N:10]=[CH:9][N:8]=1.[OH:22][CH:23]1[CH2:28][CH2:27][CH2:26][N:25]([CH3:29])[CH2:24]1, predict the reaction product. The product is: [Cl:2][C:3]1[CH:4]=[C:5]([CH:18]=[CH:19][C:20]=1[F:21])[NH:6][C:7]1[C:16]2[C:11](=[CH:12][CH:13]=[CH:14][C:15]=2[O:22][CH:23]2[CH2:28][CH2:27][CH2:26][N:25]([CH3:29])[CH2:24]2)[N:10]=[CH:9][N:8]=1.